Dataset: Full USPTO retrosynthesis dataset with 1.9M reactions from patents (1976-2016). Task: Predict the reactants needed to synthesize the given product. The reactants are: [NH:1]([C:8](OCC1C2C(=CC=CC=2)C2C1=CC=CC=2)=[O:9])[C@H:2]([C:5]([OH:7])=[O:6])[CH2:3][OH:4].[N:25]1[CH:30]=[CH:29][C:28]([CH:31]=O)=[CH:27][CH:26]=1.[F:33][C:34]([F:46])([F:45])[S:35]([C:38]1[CH:44]=[CH:43][C:41]([NH2:42])=[CH:40][CH:39]=1)(=[O:37])=[O:36]. Given the product [F:33][C:34]([F:46])([F:45])[C:5]([OH:7])=[O:6].[CH3:5][C@@H:2]1[N:1]([CH2:31][C:28]2[CH:27]=[CH:26][N:25]=[CH:30][CH:29]=2)[C:8](=[O:9])[N:42]([C:41]2[CH:43]=[CH:44][C:38]([S:35]([C:34]([F:45])([F:33])[F:46])(=[O:36])=[O:37])=[CH:39][CH:40]=2)[C:3]1=[O:4], predict the reactants needed to synthesize it.